From a dataset of Full USPTO retrosynthesis dataset with 1.9M reactions from patents (1976-2016). Predict the reactants needed to synthesize the given product. Given the product [CH3:5][C:2]([C:6]1[NH:10][N:9]=[C:8]([C:11]2[CH:16]=[CH:15][CH:14]=[CH:13][CH:12]=2)[N:7]=1)([CH3:1])[CH2:3][NH:4][C:27](=[O:28])[C:26]1[CH:30]=[CH:31][CH:32]=[C:24]([C:21]2[N:20]=[C:19]([C:18]([F:34])([F:33])[F:17])[O:23][N:22]=2)[CH:25]=1, predict the reactants needed to synthesize it. The reactants are: [CH3:1][C:2]([C:6]1[NH:10][N:9]=[C:8]([C:11]2[CH:16]=[CH:15][CH:14]=[CH:13][CH:12]=2)[N:7]=1)([CH3:5])[CH2:3][NH2:4].[F:17][C:18]([F:34])([F:33])[C:19]1[O:23][N:22]=[C:21]([C:24]2[CH:25]=[C:26]([CH:30]=[CH:31][CH:32]=2)[C:27](O)=[O:28])[N:20]=1.